Dataset: Forward reaction prediction with 1.9M reactions from USPTO patents (1976-2016). Task: Predict the product of the given reaction. Given the reactants [CH3:1][O:2][C:3]1[CH:12]=[C:11]([O:13][S:14]([C:17]([F:20])([F:19])[F:18])(=[O:16])=[O:15])[CH:10]=[CH:9][C:4]=1[C:5]([O:7]C)=[O:6].S(=O)(=O)(O)O.C(O)(=O)C, predict the reaction product. The product is: [CH3:1][O:2][C:3]1[CH:12]=[C:11]([O:13][S:14]([C:17]([F:20])([F:18])[F:19])(=[O:16])=[O:15])[CH:10]=[CH:9][C:4]=1[C:5]([OH:7])=[O:6].